Dataset: Catalyst prediction with 721,799 reactions and 888 catalyst types from USPTO. Task: Predict which catalyst facilitates the given reaction. (1) Reactant: Br[C:2]1[C:3]([O:12][CH2:13][C@H:14]2[CH2:16][C@@H:15]2[C:17]2[CH:22]=[CH:21][C:20]([O:23][CH3:24])=[CH:19][N:18]=2)=[N:4][C:5]2[C:10]([CH:11]=1)=[N:9][CH:8]=[CH:7][CH:6]=2.[B:25]1(B2OC(C)(C)C(C)(C)O2)[O:29]C(C)(C)C(C)(C)[O:26]1.C([O-])(=O)C.[K+]. Product: [CH3:24][O:23][C:20]1[CH:21]=[CH:22][C:17]([C@H:15]2[CH2:16][C@@H:14]2[CH2:13][O:12][C:3]2[C:2]([B:25]([OH:29])[OH:26])=[CH:11][C:10]3[C:5](=[CH:6][CH:7]=[CH:8][N:9]=3)[N:4]=2)=[N:18][CH:19]=1. The catalyst class is: 75. (2) Reactant: [NH:1]1[C:9]2[C:4](=[CH:5][CH:6]=[C:7]([CH2:10][NH:11][CH3:12])[CH:8]=2)[CH:3]=[CH:2]1.Cl.Cl.[CH3:15][N:16]1[CH2:22][C:21]2[CH:23]=[C:24](/[CH:27]=[CH:28]/[C:29]([OH:31])=O)[CH:25]=[N:26][C:20]=2[NH:19][C:18](=[O:32])[CH2:17]1.C(N(C(C)C)CC)(C)C.CCN=C=NCCCN(C)C.Cl. Product: [NH:1]1[C:9]2[C:4](=[CH:5][CH:6]=[C:7]([CH2:10][N:11]([CH3:12])[C:29](=[O:31])/[CH:28]=[CH:27]/[C:24]3[CH:25]=[N:26][C:20]4[NH:19][C:18](=[O:32])[CH2:17][N:16]([CH3:15])[CH2:22][C:21]=4[CH:23]=3)[CH:8]=2)[CH:3]=[CH:2]1. The catalyst class is: 18. (3) Reactant: [CH3:1][C:2]1([CH3:16])[C@H:7]2[CH2:8][C@@H:3]1[CH2:4][C@H:5]([CH2:10][C:11]([O:13][CH2:14][CH3:15])=[O:12])[C:6]2=[O:9].[BH4-].[Na+]. Product: [OH:9][CH:6]1[C@@H:5]([CH2:10][C:11]([O:13][CH2:14][CH3:15])=[O:12])[CH2:4][C@H:3]2[CH2:8][C@@H:7]1[C:2]2([CH3:1])[CH3:16]. The catalyst class is: 14. (4) Reactant: [N:1]1([C:5]2[N:10]=[C:9]([CH2:11][N:12]3[C@@H:16]([CH3:17])[C@@H:15]([C:18]4[CH:23]=[C:22]([C:24]([F:27])([F:26])[F:25])[CH:21]=[C:20]([C:28]([F:31])([F:30])[F:29])[CH:19]=4)[O:14][C:13]3=[O:32])[C:8]([C:33]3[CH:34]=[C:35]([CH2:41][CH2:42][C:43]([O:45]C)=[O:44])[CH:36]=[CH:37][C:38]=3[O:39][CH3:40])=[CH:7][CH:6]=2)[CH2:4][CH2:3][CH2:2]1.[OH-].[Li+].C(O)(=O)C. Product: [N:1]1([C:5]2[N:10]=[C:9]([CH2:11][N:12]3[C@@H:16]([CH3:17])[C@@H:15]([C:18]4[CH:19]=[C:20]([C:28]([F:30])([F:29])[F:31])[CH:21]=[C:22]([C:24]([F:25])([F:27])[F:26])[CH:23]=4)[O:14][C:13]3=[O:32])[C:8]([C:33]3[CH:34]=[C:35]([CH2:41][CH2:42][C:43]([OH:45])=[O:44])[CH:36]=[CH:37][C:38]=3[O:39][CH3:40])=[CH:7][CH:6]=2)[CH2:4][CH2:3][CH2:2]1. The catalyst class is: 708. (5) Reactant: CSC.B(F)(F)F.[CH2:8]([O:10][C:11]([C:13]1[S:17][C:16]([N:18]2[C:22]3[CH:23]=[C:24]([O:29]C)[C:25]([O:27]C)=[CH:26][C:21]=3[N:20]=[CH:19]2)=[N:15][C:14]=1[C:31]1[CH:36]=[CH:35][CH:34]=[CH:33][CH:32]=1)=[O:12])[CH3:9]. The catalyst class is: 2. Product: [CH2:8]([O:10][C:11]([C:13]1[S:17][C:16]([N:18]2[C:22]3[CH:23]=[C:24]([OH:29])[C:25]([OH:27])=[CH:26][C:21]=3[N:20]=[CH:19]2)=[N:15][C:14]=1[C:31]1[CH:36]=[CH:35][CH:34]=[CH:33][CH:32]=1)=[O:12])[CH3:9]. (6) Reactant: [CH3:1][O:2][C:3]([CH:5]1[CH2:10][CH2:9][CH:8]([C:11]([O:13]C)=[O:12])[CH2:7][N:6]1[S:15]([CH3:18])(=[O:17])=[O:16])=[O:4].[OH-].[Na+]. Product: [CH3:1][O:2][C:3]([CH:5]1[CH2:10][CH2:9][CH:8]([C:11]([OH:13])=[O:12])[CH2:7][N:6]1[S:15]([CH3:18])(=[O:17])=[O:16])=[O:4]. The catalyst class is: 24. (7) Reactant: [C:1]([C:3]1[CH:26]=[CH:25][C:6]([O:7][CH2:8][C@@:9]([OH:24])([CH3:23])[C:10]([NH:12][C:13]2[CH:18]=[CH:17][C:16]([C:19]#[N:20])=[C:15]([CH2:21][OH:22])[CH:14]=2)=[O:11])=[CH:5][C:4]=1[F:27])#[N:2].[Cr](Cl)([O-])(=O)=O.[NH+]1C=CC=CC=1. The catalyst class is: 2. Product: [C:1]([C:3]1[CH:26]=[CH:25][C:6]([O:7][CH2:8][C@@:9]([OH:24])([CH3:23])[C:10]([NH:12][C:13]2[CH:18]=[CH:17][C:16]([C:19]#[N:20])=[C:15]([CH:21]=[O:22])[CH:14]=2)=[O:11])=[CH:5][C:4]=1[F:27])#[N:2]. (8) Reactant: Cl.[Br:2][C:3]1[CH:8]=[CH:7][C:6]([CH3:9])=[CH:5][C:4]=1[N+:10]([O-])=O. Product: [Br:2][C:3]1[CH:8]=[CH:7][C:6]([CH3:9])=[CH:5][C:4]=1[NH2:10]. The catalyst class is: 8. (9) Reactant: C(OC([N:11]1[CH2:15][CH2:14][CH2:13][C@H:12]1[C:16]1[NH:20][N:19]=[N:18][N:17]=1)=O)C1C=CC=CC=1. Product: [NH:11]1[CH2:15][CH2:14][CH2:13][C@H:12]1[C:16]1[NH:20][N:19]=[N:18][N:17]=1. The catalyst class is: 63. (10) Reactant: [CH3:1][C@H:2]1[N:7]([CH2:8][C:9]2[CH:14]=[CH:13][CH:12]=[CH:11][CH:10]=2)[CH2:6][C@@H:5]([CH2:15][OH:16])[O:4][CH2:3]1.C(N(CC)CC)C.[CH3:24][S:25](Cl)(=[O:27])=[O:26]. Product: [CH3:24][S:25]([O:16][CH2:15][C@H:5]1[O:4][CH2:3][C@@H:2]([CH3:1])[N:7]([CH2:8][C:9]2[CH:10]=[CH:11][CH:12]=[CH:13][CH:14]=2)[CH2:6]1)(=[O:27])=[O:26]. The catalyst class is: 2.